Dataset: Full USPTO retrosynthesis dataset with 1.9M reactions from patents (1976-2016). Task: Predict the reactants needed to synthesize the given product. (1) Given the product [CH2:33]([O:32][C:30](=[O:31])[NH:19][CH2:18][CH:15]1[CH2:14][C:13]2[CH:12]=[CH:11][CH:10]=[C:9]([C:4]3[CH:5]=[CH:6][CH:7]=[CH:8][C:3]=3[O:2][CH3:1])[C:17]=2[O:16]1)[C:34]1[CH:39]=[CH:38][CH:37]=[CH:36][CH:35]=1, predict the reactants needed to synthesize it. The reactants are: [CH3:1][O:2][C:3]1[CH:8]=[CH:7][CH:6]=[CH:5][C:4]=1[C:9]1[C:17]2[O:16][CH:15]([CH2:18][NH2:19])[CH2:14][C:13]=2[CH:12]=[CH:11][CH:10]=1.C(N(C(C)C)CC)(C)C.Cl[C:30]([O:32][CH2:33][C:34]1[CH:39]=[CH:38][CH:37]=[CH:36][CH:35]=1)=[O:31].C1(C2C3OC(CNC(=O)OCC4C=CC=CC=4)CC=3C=CC=2)CCCC1. (2) Given the product [Cl:1][C:2]1[N:7]=[CH:6][C:5]([CH2:8][N:9]2[C:13]([CH3:14])=[CH:12][C:11]([C:15]3[O:19][N:18]=[C:17]([C:20]4[CH:25]=[CH:24][C:23]([C:26]5([CH2:32][OH:33])[CH2:31][CH2:30][O:29][CH2:28][CH2:27]5)=[CH:22][CH:21]=4)[N:16]=3)=[N:10]2)=[CH:4][CH:3]=1, predict the reactants needed to synthesize it. The reactants are: [Cl:1][C:2]1[N:7]=[CH:6][C:5]([CH2:8][N:9]2[C:13]([CH3:14])=[CH:12][C:11]([C:15]3[O:19][N:18]=[C:17]([C:20]4[CH:25]=[CH:24][C:23]([C:26]5([C:32](OCC)=[O:33])[CH2:31][CH2:30][O:29][CH2:28][CH2:27]5)=[CH:22][CH:21]=4)[N:16]=3)=[N:10]2)=[CH:4][CH:3]=1.[H-].[Al+3].[Li+].[H-].[H-].[H-].[Cl-].[NH4+]. (3) Given the product [ClH:73].[CH3:1][N:2]([C:6]1[C:11]([C:12]2[CH:13]=[CH:14][C:15]3[C:16]4[NH:30][N:29]=[CH:28][C:17]=4[C:18](=[O:27])[N:19]([CH2:22][C:23]([F:26])([F:25])[F:24])[C:20]=3[CH:21]=2)=[CH:10][CH:9]=[CH:8][N:7]=1)[C:3](=[O:5])[CH3:4], predict the reactants needed to synthesize it. The reactants are: [CH3:1][N:2]([C:6]1[C:11]([C:12]2[CH:13]=[CH:14][C:15]3[C:16]4[N:30](C5CCCCO5)[N:29]=[CH:28][C:17]=4[C:18](=[O:27])[N:19]([CH2:22][C:23]([F:26])([F:25])[F:24])[C:20]=3[CH:21]=2)=[CH:10][CH:9]=[CH:8][N:7]=1)[C:3](=[O:5])[CH3:4].CN(C1C(C2C=CC3C4NN(C5CCCCO5)CC=4C(=O)N(CC(F)(F)F)C=3C=2)=CC=CN=1)C(=O)C.[ClH:73]. (4) Given the product [CH2:13]([O:1][C:2]1[CH:9]=[CH:8][C:5]([C:6]#[N:7])=[CH:4][C:3]=1[CH2:10][CH2:11][CH3:12])[C:14]1[CH:19]=[CH:18][CH:17]=[CH:16][CH:15]=1, predict the reactants needed to synthesize it. The reactants are: [OH:1][C:2]1[CH:9]=[CH:8][C:5]([C:6]#[N:7])=[CH:4][C:3]=1[CH2:10][CH2:11][CH3:12].[CH2:13](Br)[C:14]1[CH:19]=[CH:18][CH:17]=[CH:16][CH:15]=1.C([O-])([O-])=O.[Cs+].[Cs+]. (5) Given the product [CH3:7][C:6]1[N:8]=[C:17]([C:18]([F:21])([F:20])[F:19])[C:16]2[CH2:15][CH2:14][N:13]([C:23]([O:25][C:26]([CH3:29])([CH3:27])[CH3:28])=[O:24])[CH2:12][C:11]=2[N:9]=1, predict the reactants needed to synthesize it. The reactants are: [O-]CC.[Na+].Cl.[C:6]([NH2:9])(=[NH:8])[CH3:7].O=[C:11]1[CH:16]([C:17](=O)[C:18]([F:21])([F:20])[F:19])[CH2:15][CH2:14][N:13]([C:23]([O:25][C:26]([CH3:29])([CH3:28])[CH3:27])=[O:24])[CH2:12]1. (6) Given the product [CH2:1]=[CH:2][CH3:3].[C:7]([O:10][CH:5]([CH3:6])[CH3:4])(=[O:9])[CH3:8], predict the reactants needed to synthesize it. The reactants are: [CH2:1]=[CH:2][CH3:3].[CH3:4][CH2:5][CH3:6].[C:7]([OH:10])(=[O:9])[CH3:8].